This data is from Catalyst prediction with 721,799 reactions and 888 catalyst types from USPTO. The task is: Predict which catalyst facilitates the given reaction. Reactant: Cl.C([O:5][CH2:6][CH:7]([C:14]1[CH:15]=[C:16]([C:33]2[CH:38]=[C:37]([F:39])[CH:36]=[CH:35][C:34]=2[OH:40])[C:17]([OH:32])=[C:18]([C:20]2[NH:24][C:23]3[CH:25]=[CH:26][C:27]([C:29](=[NH:31])[NH2:30])=[CH:28][C:22]=3[N:21]=2)[CH:19]=1)[CH2:8][CH2:9][O:10]C(=O)C)(=O)C.Cl. Product: [C:29]([C:27]1[CH:26]=[CH:25][C:23]2[NH:24][C:20]([C:18]3[CH:19]=[C:14]([CH:7]([CH2:8][CH2:9][OH:10])[CH2:6][OH:5])[CH:15]=[C:16]([C:33]4[CH:38]=[C:37]([F:39])[CH:36]=[CH:35][C:34]=4[OH:40])[C:17]=3[OH:32])=[N:21][C:22]=2[CH:28]=1)(=[NH:30])[NH2:31]. The catalyst class is: 10.